This data is from Forward reaction prediction with 1.9M reactions from USPTO patents (1976-2016). The task is: Predict the product of the given reaction. (1) Given the reactants [CH2:1]([CH:3]([C:6]1[CH:7]=[C:8]([CH:12]=[C:13]([O:15][CH3:16])[N:14]=1)[C:9]([OH:11])=O)[CH2:4][CH3:5])[CH3:2].[CH2:17]([C:19]1[CH:20]=[C:21]([CH:26]=[C:27]([CH3:34])[C:28]=1[NH:29][S:30]([CH3:33])(=[O:32])=[O:31])[C:22]([NH:24]O)=[NH:23])[CH3:18], predict the reaction product. The product is: [CH2:17]([C:19]1[CH:20]=[C:21]([C:22]2[N:24]=[C:9]([C:8]3[CH:12]=[C:13]([O:15][CH3:16])[N:14]=[C:6]([CH:3]([CH2:1][CH3:2])[CH2:4][CH3:5])[CH:7]=3)[O:11][N:23]=2)[CH:26]=[C:27]([CH3:34])[C:28]=1[NH:29][S:30]([CH3:33])(=[O:31])=[O:32])[CH3:18]. (2) Given the reactants [NH2:1][C:2]1[CH:3]=[CH:4][C:5]([O:15][CH2:16][CH2:17][O:18][Si](C(C)(C)C)(C)C)=[C:6]([N:8]2[C:12](=[O:13])[N:11]([CH3:14])[N:10]=[N:9]2)[CH:7]=1.Cl.Cl[C:28]1[N:33]=[C:32]([NH:34][C@@H:35]2[CH2:43][C@H:42]3[N:38]([CH2:39][CH2:40][CH2:41]3)[C:37]([CH3:45])([CH3:44])[CH2:36]2)[C:31]([F:46])=[CH:30][N:29]=1.CC1C=CC(S(O)(=O)=O)=CC=1.O, predict the reaction product. The product is: [CH3:44][C:37]1([CH3:45])[CH2:36][C@H:35]([NH:34][C:32]2[C:31]([F:46])=[CH:30][N:29]=[C:28]([NH:1][C:2]3[CH:3]=[CH:4][C:5]([O:15][CH2:16][CH2:17][OH:18])=[C:6]([N:8]4[C:12](=[O:13])[N:11]([CH3:14])[N:10]=[N:9]4)[CH:7]=3)[N:33]=2)[CH2:43][C@H:42]2[N:38]1[CH2:39][CH2:40][CH2:41]2. (3) Given the reactants [NH2:1][N:2]1[N:11]=[C:10]([C:12]2[CH:17]=[CH:16][C:15]([Cl:18])=[CH:14][CH:13]=2)[C:9]2[C:4](=[CH:5][CH:6]=[CH:7][CH:8]=2)[C:3]1=[O:19].Cl.[O:21]1[CH2:26][CH2:25][N:24]([CH2:27][C:28](O)=[O:29])[CH2:23][CH2:22]1, predict the reaction product. The product is: [Cl:18][C:15]1[CH:16]=[CH:17][C:12]([C:10]2[C:9]3[C:4](=[CH:5][CH:6]=[CH:7][CH:8]=3)[C:3](=[O:19])[N:2]([NH:1][C:28](=[O:29])[CH2:27][N:24]3[CH2:25][CH2:26][O:21][CH2:22][CH2:23]3)[N:11]=2)=[CH:13][CH:14]=1. (4) Given the reactants [CH2:1]([O:3][C:4](=[O:30])[CH2:5][N:6]1[CH2:11][CH2:10][CH:9]([C:12]2[N:20]=[C:19]3[N:14]([C:15](Cl)=[N:16][C:17]([C:21]4[CH:26]=[CH:25][C:24]([Cl:27])=[CH:23][C:22]=4[Cl:28])=[CH:18]3)[N:13]=2)[CH2:8][CH2:7]1)[CH3:2].Cl.Cl.[NH2:33][CH2:34][CH2:35][NH:36][C:37]1[CH:44]=[CH:43][C:40]([C:41]#[N:42])=[CH:39][N:38]=1.C(N(CC)C(C)C)(C)C, predict the reaction product. The product is: [CH2:1]([O:3][C:4](=[O:30])[CH2:5][N:6]1[CH2:7][CH2:8][CH:9]([C:12]2[N:20]=[C:19]3[N:14]([C:15]([NH:33][CH2:34][CH2:35][NH:36][C:37]4[CH:44]=[CH:43][C:40]([C:41]#[N:42])=[CH:39][N:38]=4)=[N:16][C:17]([C:21]4[CH:26]=[CH:25][C:24]([Cl:27])=[CH:23][C:22]=4[Cl:28])=[CH:18]3)[N:13]=2)[CH2:10][CH2:11]1)[CH3:2].